Dataset: hERG Central: cardiac toxicity at 1µM, 10µM, and general inhibition. Task: Predict hERG channel inhibition at various concentrations. The compound is Cc1ccc(-n2c(-c3ccccc3)c[n+]3c2CCc2ccccc2-3)c(C)c1.[Br-]. Results: hERG_inhib (hERG inhibition (general)): blocker.